Dataset: Full USPTO retrosynthesis dataset with 1.9M reactions from patents (1976-2016). Task: Predict the reactants needed to synthesize the given product. Given the product [N:18]1([CH2:2][C:3]2[S:17][C:6]3=[N:7][CH:8]=[C:9]([C:12]([O:14][CH2:15][CH3:16])=[O:13])[C:10](=[O:11])[N:5]3[CH:4]=2)[CH2:23][CH2:22][O:21][CH2:20][CH2:19]1, predict the reactants needed to synthesize it. The reactants are: Br[CH2:2][C:3]1[S:17][C:6]2=[N:7][CH:8]=[C:9]([C:12]([O:14][CH2:15][CH3:16])=[O:13])[C:10](=[O:11])[N:5]2[CH:4]=1.[NH:18]1[CH2:23][CH2:22][O:21][CH2:20][CH2:19]1.